From a dataset of Forward reaction prediction with 1.9M reactions from USPTO patents (1976-2016). Predict the product of the given reaction. Given the reactants [CH:1]1([C:6](Cl)=[O:7])[CH2:5][CH2:4][CH2:3][CH2:2]1.Cl.[CH2:10]1[C:14]2([CH2:19][CH2:18][N:17]([C:20]([N:22]3[CH2:27][CH2:26][CH2:25][C@H:24]([NH:28][C:29]([C:31]45[CH2:40][CH:35]6[CH2:36][CH:37]([CH2:39][CH:33]([CH:34]6[OH:41])[CH2:32]4)[CH2:38]5)=[O:30])[CH2:23]3)=[O:21])[CH2:16][CH2:15]2)[CH2:13][CH2:12][NH:11]1.C(N(CC)C(C)C)(C)C.C(#N)C, predict the reaction product. The product is: [CH:1]1([C:6]([N:11]2[CH2:12][CH2:13][C:14]3([CH2:15][CH2:16][N:17]([C:20]([N:22]4[CH2:27][CH2:26][CH2:25][C@H:24]([NH:28][C:29]([C:31]56[CH2:32][CH:33]7[CH2:39][CH:37]([CH2:36][CH:35]([CH:34]7[OH:41])[CH2:40]5)[CH2:38]6)=[O:30])[CH2:23]4)=[O:21])[CH2:18][CH2:19]3)[CH2:10]2)=[O:7])[CH2:5][CH2:4][CH2:3][CH2:2]1.